This data is from Full USPTO retrosynthesis dataset with 1.9M reactions from patents (1976-2016). The task is: Predict the reactants needed to synthesize the given product. (1) The reactants are: [CH3:1][O:2][CH2:3][CH2:4][O:5][C:6]1[CH:11]=[CH:10][C:9](/[CH:12]=[CH:13]/[C:14]([O:16][CH2:17][CH3:18])=[O:15])=[C:8]([O:19][C:20]2[CH:25]=[CH:24][C:23]([N+:26]([O-])=O)=[CH:22][CH:21]=2)[CH:7]=1. Given the product [NH2:26][C:23]1[CH:22]=[CH:21][C:20]([O:19][C:8]2[CH:7]=[C:6]([O:5][CH2:4][CH2:3][O:2][CH3:1])[CH:11]=[CH:10][C:9]=2/[CH:12]=[CH:13]/[C:14]([O:16][CH2:17][CH3:18])=[O:15])=[CH:25][CH:24]=1, predict the reactants needed to synthesize it. (2) The reactants are: [CH3:1][S:2][C:3]1[CH:10]=[CH:9][C:6]([CH2:7][NH2:8])=[CH:5][CH:4]=1.[C:11]1(=O)[O:16][C:14](=[O:15])[C:13]2=[CH:17][CH:18]=[CH:19][CH:20]=[C:12]12.C(O)(=O)C. Given the product [CH3:1][S:2][C:3]1[CH:10]=[CH:9][C:6]([CH2:7][N:8]2[C:14](=[O:15])[C:13]3[C:12](=[CH:20][CH:19]=[CH:18][CH:17]=3)[C:11]2=[O:16])=[CH:5][CH:4]=1, predict the reactants needed to synthesize it. (3) Given the product [CH:1]1([C:4]2[CH:5]=[C:6]([CH2:7][OH:8])[CH:11]=[CH:12][C:13]=2[C:14]([F:16])([F:17])[F:15])[CH2:2][CH2:3]1, predict the reactants needed to synthesize it. The reactants are: [CH:1]1([C:4]2[CH:5]=[C:6]([CH:11]=[CH:12][C:13]=2[C:14]([F:17])([F:16])[F:15])[C:7](OC)=[O:8])[CH2:3][CH2:2]1.[BH4-].[Li+].Cl. (4) Given the product [F:1][C:2]([F:15])([F:14])[S:3]([O:6][C:20]1[C:21]2[C:26](=[CH:25][CH:24]=[CH:23][CH:22]=2)[CH:27]=[C:18]([O:17][CH3:16])[CH:19]=1)(=[O:5])=[O:4], predict the reactants needed to synthesize it. The reactants are: [F:1][C:2]([F:15])([F:14])[S:3]([O:6]S(C(F)(F)F)(=O)=O)(=[O:5])=[O:4].[CH3:16][O:17][C:18]1[CH:19]=[C:20](O)[C:21]2[C:26]([CH:27]=1)=[CH:25][CH:24]=[CH:23][CH:22]=2.CCN(CC)CC. (5) Given the product [NH2:39][C@@H:8]([CH2:1][C:2]1[CH:3]=[CH:4][CH:5]=[CH:6][CH:7]=1)[C@@H:9]([OH:38])[CH2:10][C@@H:11]([NH:25][C:26](=[O:37])[C@H:27]([C:33]([CH3:36])([CH3:35])[CH3:34])[NH:28][C:29]([O:31][CH3:32])=[O:30])[CH2:12][C:13]1[CH:14]=[CH:15][C:16]([C:19]2[CH:20]=[CH:21][N:22]=[CH:23][CH:24]=2)=[CH:17][CH:18]=1, predict the reactants needed to synthesize it. The reactants are: [CH2:1]([C@H:8]([NH:39]C(=O)OC(C)(C)C)[C@@H:9]([OH:38])[CH2:10][C@@H:11]([NH:25][C:26](=[O:37])[C@H:27]([C:33]([CH3:36])([CH3:35])[CH3:34])[NH:28][C:29]([O:31][CH3:32])=[O:30])[CH2:12][C:13]1[CH:18]=[CH:17][C:16]([C:19]2[CH:24]=[CH:23][N:22]=[CH:21][CH:20]=2)=[CH:15][CH:14]=1)[C:2]1[CH:7]=[CH:6][CH:5]=[CH:4][CH:3]=1.FC(F)(F)C(O)=O. (6) The reactants are: [F:1][C:2]([F:19])([F:18])[C:3]1[CH:4]=[C:5]([S:9]([CH:12]2[CH2:15][CH:14]([CH2:16][OH:17])[CH2:13]2)(=[O:11])=[O:10])[CH:6]=[CH:7][CH:8]=1.[CH3:20][S:21](Cl)(=[O:23])=[O:22]. Given the product [CH3:20][S:21]([O:17][CH2:16][CH:14]1[CH2:13][CH:12]([S:9]([C:5]2[CH:6]=[CH:7][CH:8]=[C:3]([C:2]([F:18])([F:1])[F:19])[CH:4]=2)(=[O:11])=[O:10])[CH2:15]1)(=[O:23])=[O:22], predict the reactants needed to synthesize it. (7) Given the product [O:102]([C:103]1[CH:108]=[CH:107][CH:106]=[CH:105][C:104]=1[CH2:109][C:2]1[CH:3]=[CH:32][C:27]([O:26][CH3:25])=[CH:28][CH:29]=1)[C@@H:101]1[O:118][C@H:119]([C@@H:140]([CH3:150])[OH:141])[C@@H:120]([OH:131])[C@H:121]([OH:122])[C@H:100]1[OH:99], predict the reactants needed to synthesize it. The reactants are: Cl[C:2](Cl)(Cl)[C:3]#N.C1CCN2C(=NCCC2)CC1.COC[C@H]1O[C@@H:25]([O:26][C:27]2[CH:32]=C(COC(=O)C)C=[CH:29][C:28]=2CC2C=CC(CC)=CC=2)[C@H](OC(=O)C2C=CC=CC=2)[C@@H](OC(=O)C2C=CC=CC=2)[C@@H]1OC(=O)C1C=CC=CC=1.COC1C=CC(CC2C=CC=CC=2O)=CC=1.C([O:99][C@@H:100]1[C@@H:121]([O:122]C(=O)C2C=CC=CC=2)[C@H:120]([O:131]C(=O)C2C=CC=CC=2)[C@@H:119]([C@@H:140]([CH3:150])[O:141]C(=O)C2C=CC=CC=2)[O:118][C@H:101]1[O:102][C:103]1[CH:108]=[CH:107][CH:106]=[CH:105][C:104]=1[CH2:109]C1C=CC(OC)=CC=1)(=O)C1C=CC=CC=1.[OH-].[Na+].O(C1C=C(CO)C=CC=1CC1C=CC(CC)=CC=1)[C@@H]1O[C@H]([C@H](C)O)[C@@H](O)[C@H](O)[C@H]1O. (8) Given the product [CH2:1]([C:8]1[CH:9]=[CH:10][C:11]([OH:14])=[C:12]([N+:15]([O-:17])=[O:16])[CH:13]=1)[C:2]1[CH:3]=[CH:4][CH:5]=[CH:6][CH:7]=1, predict the reactants needed to synthesize it. The reactants are: [CH2:1]([C:8]1[CH:13]=[CH:12][C:11]([OH:14])=[CH:10][CH:9]=1)[C:2]1[CH:7]=[CH:6][CH:5]=[CH:4][CH:3]=1.[N+:15]([O-])([OH:17])=[O:16].